From a dataset of Forward reaction prediction with 1.9M reactions from USPTO patents (1976-2016). Predict the product of the given reaction. Given the reactants [CH2:1]=[CH:2][C:3]1[CH:8]=[CH:7][CH:6]=[CH:5][CH:4]=1.[CH:9]([Cl:12])(Cl)[Cl:10].C(Cl)Cl.[OH-].[Na+], predict the reaction product. The product is: [Cl:10][C:9]1([Cl:12])[CH2:1][CH:2]1[C:3]1[CH:8]=[CH:7][CH:6]=[CH:5][CH:4]=1.